From a dataset of Reaction yield outcomes from USPTO patents with 853,638 reactions. Predict the reaction yield, written as a fraction of the theoretical maximum amount of product (1.0 means a 100% yield; for example, 0.34 means a 34% yield). The reactants are [F:1][C:2]([F:26])([CH3:25])[CH2:3][N:4]1[CH2:21][CH:20]([CH2:22][O:23][CH3:24])[O:19][C:6]2([CH2:11][CH2:10][N:9](C(OC(C)(C)C)=O)[CH2:8][CH2:7]2)[CH2:5]1.[ClH:27].O1CCOCC1. No catalyst specified. The product is [ClH:27].[F:26][C:2]([F:1])([CH3:25])[CH2:3][N:4]1[CH2:5][C:6]2([CH2:11][CH2:10][NH:9][CH2:8][CH2:7]2)[O:19][CH:20]([CH2:22][O:23][CH3:24])[CH2:21]1. The yield is 0.990.